The task is: Predict the product of the given reaction.. This data is from Forward reaction prediction with 1.9M reactions from USPTO patents (1976-2016). (1) Given the reactants [Br:1][CH:2]([CH:7]1[CH2:12][CH2:11][N:10]([C:13]([O:15][CH2:16][C:17]2[CH:22]=[CH:21][CH:20]=[CH:19][CH:18]=2)=[O:14])[CH2:9][CH2:8]1)[CH2:3][CH2:4][CH:5]=C.C[N+]1([O-])CC[O:27]CC1.CC(O)(C)C.I([O-])(=O)(=O)=O.[Na+], predict the reaction product. The product is: [Br:1][CH:2]([CH:7]1[CH2:12][CH2:11][N:10]([C:13]([O:15][CH2:16][C:17]2[CH:22]=[CH:21][CH:20]=[CH:19][CH:18]=2)=[O:14])[CH2:9][CH2:8]1)[CH2:3][CH2:4][CH:5]=[O:27]. (2) The product is: [C:1]([O:5][C:6](=[O:16])[CH2:7][C:8]1[CH:12]=[C:11]([CH3:13])[C:10](=[O:9])[NH:18][N:17]=1)([CH3:4])([CH3:3])[CH3:2]. Given the reactants [C:1]([O:5][C:6](=[O:16])[CH:7]=[C:8]1[CH:12]=[C:11]([CH2:13]C)[C:10](=O)[O:9]1)([CH3:4])([CH3:3])[CH3:2].[NH2:17][NH2:18].O.NN, predict the reaction product. (3) Given the reactants [Br:1][C:2]1[CH:3]=[CH:4][C:5](=[O:9])[NH:6][C:7]=1[CH3:8].IC.[C:12]([O-])([O-])=O.[K+].[K+], predict the reaction product. The product is: [Br:1][C:2]1[CH:3]=[CH:4][C:5](=[O:9])[N:6]([CH3:12])[C:7]=1[CH3:8]. (4) Given the reactants [Br:1][C:2]1[CH:7]=[CH:6][C:5]([C:8]2[CH:18]=[C:11]3[N:12]=[C:13]([Cl:17])[CH:14]=[C:15](Cl)[N:10]3[N:9]=2)=[CH:4][CH:3]=1.[NH:19]1[CH2:24][CH2:23][O:22][CH2:21][CH2:20]1, predict the reaction product. The product is: [Br:1][C:2]1[CH:7]=[CH:6][C:5]([C:8]2[CH:18]=[C:11]3[N:12]=[C:13]([Cl:17])[CH:14]=[C:15]([N:19]4[CH2:24][CH2:23][O:22][CH2:21][CH2:20]4)[N:10]3[N:9]=2)=[CH:4][CH:3]=1. (5) Given the reactants [H-].[Na+].[OH:3][CH:4]1[CH2:9][CH2:8][N:7]([C:10]([O:12][C:13]([CH3:16])([CH3:15])[CH3:14])=[O:11])[CH2:6][CH2:5]1.Br[CH2:18][C:19]1[CH:26]=[CH:25][C:22]([C:23]#[N:24])=[CH:21][CH:20]=1.C(OCC)(=O)C, predict the reaction product. The product is: [C:23]([C:22]1[CH:25]=[CH:26][C:19]([CH2:18][O:3][CH:4]2[CH2:5][CH2:6][N:7]([C:10]([O:12][C:13]([CH3:16])([CH3:15])[CH3:14])=[O:11])[CH2:8][CH2:9]2)=[CH:20][CH:21]=1)#[N:24]. (6) Given the reactants [Cl:1][C:2]1[CH:7]=[CH:6][C:5]([C:8]2[C:9]([N:14]3[CH2:19][CH2:18][CH:17]([C:20]([O:22]CC)=[O:21])[CH2:16][CH2:15]3)=[N:10][CH:11]=[CH:12][CH:13]=2)=[CH:4][C:3]=1[C:25]([NH:27][CH2:28][C:29]12[CH2:38][CH:33]3[CH2:34][CH:35]([CH2:37][CH:31]([CH2:32]3)[CH2:30]1)[CH2:36]2)=[O:26].[OH-].[K+].C(O)(=O)C, predict the reaction product. The product is: [Cl:1][C:2]1[CH:7]=[CH:6][C:5]([C:8]2[C:9]([N:14]3[CH2:19][CH2:18][CH:17]([C:20]([OH:22])=[O:21])[CH2:16][CH2:15]3)=[N:10][CH:11]=[CH:12][CH:13]=2)=[CH:4][C:3]=1[C:25]([NH:27][CH2:28][C:29]12[CH2:30][CH:31]3[CH2:37][CH:35]([CH2:34][CH:33]([CH2:32]3)[CH2:38]1)[CH2:36]2)=[O:26]. (7) Given the reactants [O:1]1[CH2:6][CH2:5][N:4]([C:7]2[C:8]3[N:9]([CH:21]=[C:22]([CH2:24][O:25][C:26]4[CH:35]=[CH:34][C:33]5[C:28](=[CH:29][CH:30]=[CH:31][CH:32]=5)[N:27]=4)[N:23]=3)[C:10]([C:13]3[CH:14]=[CH:15][C:16]([C:19]#[N:20])=[N:17][CH:18]=3)=[CH:11][N:12]=2)[CH2:3][CH2:2]1.[OH-:36].[Na+].OO.Cl, predict the reaction product. The product is: [O:1]1[CH2:6][CH2:5][N:4]([C:7]2[C:8]3[N:9]([CH:21]=[C:22]([CH2:24][O:25][C:26]4[CH:35]=[CH:34][C:33]5[C:28](=[CH:29][CH:30]=[CH:31][CH:32]=5)[N:27]=4)[N:23]=3)[C:10]([C:13]3[CH:14]=[CH:15][C:16]([C:19]([NH2:20])=[O:36])=[N:17][CH:18]=3)=[CH:11][N:12]=2)[CH2:3][CH2:2]1. (8) The product is: [CH3:1][C:2]1[CH:7]=[C:6]([N+:8]([O-:10])=[O:9])[CH:5]=[CH:4][C:3]=1[N:11]=[C:12]1[N:18]([CH2:14][CH:15]([CH3:17])[CH3:16])[C:21](=[O:22])[CH:20]([CH3:24])[S:13]1. Given the reactants [CH3:1][C:2]1[CH:7]=[C:6]([N+:8]([O-:10])=[O:9])[CH:5]=[CH:4][C:3]=1[N:11]=[C:12]=[S:13].[CH2:14]([NH2:18])[CH:15]([CH3:17])[CH3:16].Cl[CH:20]([CH3:24])[C:21](O)=[O:22], predict the reaction product. (9) The product is: [C:18]([NH:21][C:22](=[CH:27][C:12]1[CH:13]=[C:14]([CH3:15])[C:9]([O:8][CH2:1][C:2]2[CH:7]=[CH:6][CH:5]=[CH:4][CH:3]=2)=[C:10]([CH3:17])[CH:11]=1)[C:23]([O:25][CH3:26])=[O:24])(=[O:20])[CH3:19]. Given the reactants [CH2:1]([O:8][C:9]1[C:14]([CH3:15])=[CH:13][C:12](Br)=[CH:11][C:10]=1[CH3:17])[C:2]1[CH:7]=[CH:6][CH:5]=[CH:4][CH:3]=1.[C:18]([NH:21][C:22](=[CH2:27])[C:23]([O:25][CH3:26])=[O:24])(=[O:20])[CH3:19].C1(C)C=CC=CC=1P(C1C=CC=CC=1C)C1C=CC=CC=1C, predict the reaction product. (10) The product is: [CH2:28]([N:31]([C:33]([CH3:37])([CH3:36])[C:34]#[C:35][C:16]1[CH:15]=[CH:14][C:13]2[C:9]([C:6]3[CH:7]=[CH:8][C:3]([C:2]([F:27])([F:26])[F:1])=[CH:4][CH:5]=3)=[N:10][S:11][C:12]=2[CH:17]=1)[CH3:32])[CH:29]=[CH2:30]. Given the reactants [F:1][C:2]([F:27])([F:26])[C:3]1[CH:8]=[CH:7][C:6]([C:9]2[C:13]3[CH:14]=[CH:15][C:16](OS(C(F)(F)F)(=O)=O)=[CH:17][C:12]=3[S:11][N:10]=2)=[CH:5][CH:4]=1.[CH2:28]([N:31]([C:33]([CH3:37])([CH3:36])[C:34]#[CH:35])[CH3:32])[CH:29]=[CH2:30], predict the reaction product.